This data is from Full USPTO retrosynthesis dataset with 1.9M reactions from patents (1976-2016). The task is: Predict the reactants needed to synthesize the given product. Given the product [CH2:1]([C:8]1[CH:13]=[C:12]([CH3:14])[N:11]=[C:10]([NH:30][C:20]2[CH:21]=[CH:22][C:23]([C:24]3[S:28][C:27]([CH3:29])=[N:26][CH:25]=3)=[C:18]([O:17][CH3:16])[CH:19]=2)[N:9]=1)[C:2]1[CH:7]=[CH:6][CH:5]=[CH:4][CH:3]=1, predict the reactants needed to synthesize it. The reactants are: [CH2:1]([C:8]1[CH:13]=[C:12]([CH3:14])[N:11]=[C:10](Cl)[N:9]=1)[C:2]1[CH:7]=[CH:6][CH:5]=[CH:4][CH:3]=1.[CH3:16][O:17][C:18]1[CH:19]=[C:20]([NH2:30])[CH:21]=[CH:22][C:23]=1[C:24]1[S:28][C:27]([CH3:29])=[N:26][CH:25]=1.